Dataset: Orexin1 receptor HTS with 218,158 compounds and 233 confirmed actives. Task: Binary Classification. Given a drug SMILES string, predict its activity (active/inactive) in a high-throughput screening assay against a specified biological target. (1) The compound is S(=O)(=O)(N1CCOCC1)c1cc(ccc1)C(=O)Nc1ccc(OC)nc1. The result is 0 (inactive). (2) The compound is Fc1ccc(C(N(Cc2occc2)C(=O)c2ncccc2)C(=O)NCc2ccccc2)cc1. The result is 0 (inactive). (3) The molecule is Clc1c(C(=O)NC(C(=O)N2CCN(CC2)c2ccc(OC)cc2)C)cccc1. The result is 0 (inactive). (4) The molecule is o1c2c(c(CN(CCC#N)C)cc1=O)c1c(cc2)cccc1. The result is 0 (inactive). (5) The molecule is o1c(c(C(=O)N(Cc2onc(n2)c2ccccc2)CC=C)cc1)C. The result is 0 (inactive). (6) The drug is S(=O)(=O)(C(CC(=O)NCc1ccc(cc1)C)C)c1cc2NC(=O)C(Sc2cc1)C. The result is 0 (inactive). (7) The result is 0 (inactive). The drug is s1c2c(nc1N\N=C\c1cc(OC)c(OC(=O)c3c(F)cccc3)cc1)cccc2. (8) The drug is s1c(C(=O)N\C(C(=O)NCc2occc2)=C\c2occc2)ccc1. The result is 0 (inactive). (9) The drug is O=C(NNc1nc(nc(c2ccccc2)c1)C)c1ccc([N+]([O-])=O)cc1. The result is 0 (inactive).